This data is from Full USPTO retrosynthesis dataset with 1.9M reactions from patents (1976-2016). The task is: Predict the reactants needed to synthesize the given product. (1) Given the product [CH3:9][O:8][C:7](=[O:10])[O-:12].[CH3:1][N+:2]1[CH:6]=[CH:5][N:4]([CH3:13])[CH:3]=1, predict the reactants needed to synthesize it. The reactants are: [CH3:1][N:2]1[CH:6]=[CH:5][N:4]=[CH:3]1.[C:7](=[O:12])([O:10]C)[O:8][CH3:9].[C:13](=O)=O. (2) Given the product [Cl:17][CH:2]([Cl:1])[S:3]([C:4]1[C:13](=[O:14])[C:12]2[C:7](=[CH:8][C:9]([F:15])=[CH:10][CH:11]=2)[N:6]([CH3:16])[CH:5]=1)=[O:26], predict the reactants needed to synthesize it. The reactants are: [Cl:1][CH:2]([Cl:17])[S:3][C:4]1[C:13](=[O:14])[C:12]2[C:7](=[CH:8][C:9]([F:15])=[CH:10][CH:11]=2)[N:6]([CH3:16])[CH:5]=1.C1C=C(Cl)C=C(C(OO)=[O:26])C=1.